Dataset: Reaction yield outcomes from USPTO patents with 853,638 reactions. Task: Predict the reaction yield, written as a fraction of the theoretical maximum amount of product (1.0 means a 100% yield; for example, 0.34 means a 34% yield). The reactants are Br[C:2]1[CH:3]=[C:4]([C:8]([OH:10])=[O:9])[CH:5]=[N:6][CH:7]=1.C1C=C2C(C(O)(O)C(=O)C2=CC=1)=O.[NH3:24]. The catalyst is O.O.O.O.O.S([O-])([O-])(=O)=O.[Cu+2]. The product is [NH2:24][C:2]1[CH:3]=[C:4]([C:8]([OH:10])=[O:9])[CH:5]=[N:6][CH:7]=1. The yield is 0.740.